Predict the reaction yield, written as a fraction of the theoretical maximum amount of product (1.0 means a 100% yield; for example, 0.34 means a 34% yield). From a dataset of Reaction yield outcomes from USPTO patents with 853,638 reactions. (1) The yield is 0.581. The product is [CH2:16]1[CH:17]2[NH:6][C:4]([CH2:3][N:2]2[C:14](=[O:13])[CH2:15]1)=[O:5]. The reactants are Cl.[NH2:2][CH2:3][C:4]([NH2:6])=[O:5].CC(C)([O-])C.[Na+].[O:13]=[CH:14][CH2:15][CH2:16][C:17](OCC)=O.N. The catalyst is C(O)CC. (2) The reactants are [N-:1]=[N+:2]=[N-:3].[Na+].[CH3:5][O:6][C:7]([C:9]1[CH:10]=[C:11]([C:20]2[CH:25]=[CH:24][C:23]([CH3:26])=[CH:22][CH:21]=2)[CH:12]=[C:13]([C:15](=O)[NH:16][CH2:17][CH3:18])[CH:14]=1)=[O:8].[Si](Cl)(Cl)(Cl)Cl.C([O-])([O-])=O.[Na+].[Na+]. The catalyst is C(#N)C. The product is [CH3:5][O:6][C:7]([C:9]1[CH:10]=[C:11]([C:20]2[CH:21]=[CH:22][C:23]([CH3:26])=[CH:24][CH:25]=2)[CH:12]=[C:13]([C:15]2[N:16]([CH2:17][CH3:18])[N:3]=[N:2][N:1]=2)[CH:14]=1)=[O:8]. The yield is 0.890. (3) The reactants are C(OC([NH:8][CH:9]1[CH2:14][CH2:13][N:12]([CH2:15][CH2:16][N:17]2[C:25]3[C:20](=[CH:21][CH:22]=[C:23]([O:26][CH3:27])[CH:24]=3)[CH:19]=[C:18]2[C:28]([O:30][CH3:31])=[O:29])[CH2:11][CH2:10]1)=O)(C)(C)C.Cl. The catalyst is O1CCOCC1. The product is [NH2:8][CH:9]1[CH2:10][CH2:11][N:12]([CH2:15][CH2:16][N:17]2[C:25]3[C:20](=[CH:21][CH:22]=[C:23]([O:26][CH3:27])[CH:24]=3)[CH:19]=[C:18]2[C:28]([O:30][CH3:31])=[O:29])[CH2:13][CH2:14]1. The yield is 1.00.